Dataset: Forward reaction prediction with 1.9M reactions from USPTO patents (1976-2016). Task: Predict the product of the given reaction. (1) Given the reactants [OH:1][C@@H:2]([C:6]([O:19][CH3:20])([C:13]1[CH:18]=[CH:17][CH:16]=[CH:15][CH:14]=1)[C:7]1[CH:12]=[CH:11][CH:10]=[CH:9][CH:8]=1)[C:3]([O-:5])=[O:4].Cl[C@H](C1C=CC(Cl)=CC=1)C[NH3+].CC(C)([O-])C.[Na+].[CH3:38][C:39]1[CH:44]=[C:43]([CH3:45])[N:42]=[C:41](S(C)(=O)=O)[N:40]=1.O, predict the reaction product. The product is: [CH3:45][C:43]1[CH:44]=[C:39]([CH3:38])[N:40]=[C:41]([O:1][C@@H:2]([C:6]([O:19][CH3:20])([C:7]2[CH:12]=[CH:11][CH:10]=[CH:9][CH:8]=2)[C:13]2[CH:18]=[CH:17][CH:16]=[CH:15][CH:14]=2)[C:3]([OH:5])=[O:4])[N:42]=1. (2) Given the reactants [O:1]1[C:6]2[CH:7]=[CH:8][CH:9]=[C:10]([C:11]([C:13]3[N:14]=[CH:15][N:16]([C:18]([C:31]4[CH:36]=[CH:35][CH:34]=[CH:33][CH:32]=4)([C:25]4[CH:30]=[CH:29][CH:28]=[CH:27][CH:26]=4)[C:19]4[CH:24]=[CH:23][CH:22]=[CH:21][CH:20]=4)[CH:17]=3)=[O:12])[C:5]=2[O:4][CH2:3][CH2:2]1.[CH3:37][Mg+].[Br-], predict the reaction product. The product is: [O:1]1[C:6]2[CH:7]=[CH:8][CH:9]=[C:10]([C:11]([C:13]3[N:14]=[CH:15][N:16]([C:18]([C:31]4[CH:36]=[CH:35][CH:34]=[CH:33][CH:32]=4)([C:19]4[CH:24]=[CH:23][CH:22]=[CH:21][CH:20]=4)[C:25]4[CH:26]=[CH:27][CH:28]=[CH:29][CH:30]=4)[CH:17]=3)([OH:12])[CH3:37])[C:5]=2[O:4][CH2:3][CH2:2]1. (3) Given the reactants [C:1]([C:3]1[CH:8]=[CH:7][C:6]([CH2:9][CH2:10][CH:11](/[CH:21]=[CH:22]/[C:23]2[CH:28]=[CH:27][CH:26]=[CH:25][C:24]=2[O:29][CH2:30][CH2:31][CH2:32][CH2:33][CH2:34][C:35]2[CH:40]=[CH:39][CH:38]=[CH:37][CH:36]=2)[CH2:12][CH2:13][CH2:14][CH2:15][C:16]([O:18][CH2:19][CH3:20])=[O:17])=[CH:5][CH:4]=1)#[N:2].C[Si]([N:45]=[N+:46]=[N-:47])(C)C.C([Sn](=O)CCCC)CCC, predict the reaction product. The product is: [C:35]1([CH2:34][CH2:33][CH2:32][CH2:31][CH2:30][O:29][C:24]2[CH:25]=[CH:26][CH:27]=[CH:28][C:23]=2/[CH:22]=[CH:21]/[CH:11]([CH2:10][CH2:9][C:6]2[CH:7]=[CH:8][C:3]([C:1]3[NH:47][N:46]=[N:45][N:2]=3)=[CH:4][CH:5]=2)[CH2:12][CH2:13][CH2:14][CH2:15][C:16]([O:18][CH2:19][CH3:20])=[O:17])[CH:36]=[CH:37][CH:38]=[CH:39][CH:40]=1. (4) Given the reactants [Li]CCCC.CCCCCC.Br[C:13]1[CH:14]=[C:15]([CH:18]2[O:22][CH2:21][CH2:20][O:19]2)[S:16][CH:17]=1.[Si:23]([O:30][CH2:31][CH2:32][CH2:33][C:34]([C:36]1[CH:41]=[CH:40][CH:39]=[CH:38][CH:37]=1)=[O:35])([C:26]([CH3:29])([CH3:28])[CH3:27])([CH3:25])[CH3:24], predict the reaction product. The product is: [Si:23]([O:30][CH2:31][CH2:32][CH2:33][C:34]([C:13]1[CH:14]=[C:15]([CH:18]2[O:22][CH2:21][CH2:20][O:19]2)[S:16][CH:17]=1)([C:36]1[CH:37]=[CH:38][CH:39]=[CH:40][CH:41]=1)[OH:35])([C:26]([CH3:29])([CH3:28])[CH3:27])([CH3:25])[CH3:24]. (5) Given the reactants [Br:1][C:2]1[CH:3]=[C:4]2[CH:10]=[CH:9][NH:8][C:5]2=[N:6][CH:7]=1.[Cl-].[Al+3].[Cl-].[Cl-].[Br:15][CH2:16][C:17](Cl)=[O:18], predict the reaction product. The product is: [Br:15][CH2:16][C:17]([C:10]1[C:4]2[C:5](=[N:6][CH:7]=[C:2]([Br:1])[CH:3]=2)[NH:8][CH:9]=1)=[O:18]. (6) Given the reactants [N+:1]([C:4]1[CH:5]=[C:6]([CH2:10][C:11]([NH:13][C@H:14]([C:16]([OH:18])=O)[CH3:15])=[O:12])[CH:7]=[CH:8][CH:9]=1)([O-:3])=[O:2].Cl.[CH3:20][O:21][C:22](=[O:29])[C@H:23]([C@H:25]([CH2:27][CH3:28])[CH3:26])[NH2:24], predict the reaction product. The product is: [CH3:20][O:21][C:22](=[O:29])[C@H:23]([C@H:25]([CH2:27][CH3:28])[CH3:26])[NH:24][C:16](=[O:18])[C@H:14]([CH3:15])[NH:13][C:11](=[O:12])[CH2:10][C:6]1[CH:7]=[CH:8][CH:9]=[C:4]([N+:1]([O-:3])=[O:2])[CH:5]=1.